From a dataset of Forward reaction prediction with 1.9M reactions from USPTO patents (1976-2016). Predict the product of the given reaction. (1) Given the reactants [CH3:1][C:2]1[CH:6]=[C:5]([CH3:7])[NH:4][N:3]=1.[H-].[Na+].[Cl:10][C:11]1[CH:16]=[CH:15][C:14]([NH:17][C:18]2[CH:23]=[CH:22][CH:21]=[C:20](F)[N:19]=2)=[CH:13][CH:12]=1.O, predict the reaction product. The product is: [Cl:10][C:11]1[CH:16]=[CH:15][C:14]([NH:17][C:18]2[CH:23]=[CH:22][CH:21]=[C:20]([N:3]3[C:2]([CH3:1])=[CH:6][C:5]([CH3:7])=[N:4]3)[N:19]=2)=[CH:13][CH:12]=1. (2) Given the reactants [C:1]([O:5][C:6]([N:8]1[CH2:12][C@@H:11]([S:13]C(=O)C)[CH2:10][C@@H:9]1[CH2:17][O:18][CH2:19][C:20]1[CH:25]=[C:24]([F:26])[C:23]([F:27])=[CH:22][C:21]=1[F:28])=[O:7])([CH3:4])([CH3:3])[CH3:2].[Li+].[OH-], predict the reaction product. The product is: [C:1]([O:5][C:6]([N:8]1[CH2:12][C@H:11]([SH:13])[CH2:10][C@H:9]1[CH2:17][O:18][CH2:19][C:20]1[CH:25]=[C:24]([F:26])[C:23]([F:27])=[CH:22][C:21]=1[F:28])=[O:7])([CH3:4])([CH3:2])[CH3:3].